Dataset: Reaction yield outcomes from USPTO patents with 853,638 reactions. Task: Predict the reaction yield, written as a fraction of the theoretical maximum amount of product (1.0 means a 100% yield; for example, 0.34 means a 34% yield). (1) The reactants are [F:1][C:2]([C:5]1[CH:9]=[C:8]([NH2:10])[O:7][N:6]=1)([CH3:4])[CH3:3].C(C1C=C(N[C:20](=[O:28])[O:21][C:22]2[CH:27]=[CH:26][CH:25]=[CH:24][CH:23]=2)ON=1)(C)C. No catalyst specified. The product is [F:1][C:2]([C:5]1[CH:9]=[C:8]([NH:10][C:20](=[O:28])[O:21][C:22]2[CH:27]=[CH:26][CH:25]=[CH:24][CH:23]=2)[O:7][N:6]=1)([CH3:4])[CH3:3]. The yield is 0.680. (2) The reactants are [S:1]1[CH:5]=[CH:4][C:3]2[S:6][CH:7]=[CH:8][C:2]1=2.CN(C)[CH:11]=[O:12].O=P(Cl)(Cl)Cl.C([O-])(=O)C.[Na+]. The catalyst is C(Cl)CCl. The product is [S:1]1[C:5]([CH:11]=[O:12])=[CH:4][C:3]2[S:6][CH:7]=[CH:8][C:2]1=2. The yield is 0.750. (3) The reactants are [CH3:1][O:2][C:3]([C:5]1[C:18]2[C:17](=[O:19])[C:16]3[C:11](=[CH:12][CH:13]=[C:14]([CH3:20])[CH:15]=3)[O:10][C:9]=2[CH:8]=[CH:7][CH:6]=1)=[O:4].[Br:21]N1C(=O)CCC1=O. The catalyst is C(Cl)(Cl)(Cl)Cl.C(OOC(=O)C1C=CC=CC=1)(=O)C1C=CC=CC=1. The product is [CH3:1][O:2][C:3]([C:5]1[C:18]2[C:17](=[O:19])[C:16]3[C:11](=[CH:12][CH:13]=[C:14]([CH2:20][Br:21])[CH:15]=3)[O:10][C:9]=2[CH:8]=[CH:7][CH:6]=1)=[O:4]. The yield is 0.450. (4) The reactants are Cl.[Br:2][C:3]1[CH:4]=[C:5]([OH:12])[C:6]2[N:7]([CH:9]=[CH:10][N:11]=2)[CH:8]=1.C([O-])([O-])=O.[Cs+].[Cs+].[CH2:19](Br)[CH3:20].CCOC(C)=O.CCCCCCC. The catalyst is CC(C)=O.CN(C=O)C. The product is [Br:2][C:3]1[CH:4]=[C:5]([O:12][CH2:19][CH3:20])[C:6]2[N:7]([CH:9]=[CH:10][N:11]=2)[CH:8]=1. The yield is 0.500.